Dataset: Reaction yield outcomes from USPTO patents with 853,638 reactions. Task: Predict the reaction yield, written as a fraction of the theoretical maximum amount of product (1.0 means a 100% yield; for example, 0.34 means a 34% yield). (1) The reactants are [C:1]([OH:9])(=O)[C:2]1[CH:7]=[CH:6][CH:5]=[CH:4][CH:3]=1.Cl.[C:11]1([CH:17]2[O:22][CH2:21][CH2:20][NH:19][CH2:18]2)[CH:16]=[CH:15][CH:14]=[CH:13][CH:12]=1.C([N:25](CC)CC)C.CN(C(ON1N=NC2C=CC=NC1=2)=[N+](C)C)C.F[P-](F)(F)(F)(F)F. The catalyst is C(#N)C.ClCCl. The product is [NH2:25][C:5]1[CH:6]=[CH:7][C:2]([C:1]([N:19]2[CH2:20][CH2:21][O:22][CH:17]([C:11]3[CH:12]=[CH:13][CH:14]=[CH:15][CH:16]=3)[CH2:18]2)=[O:9])=[CH:3][CH:4]=1. The yield is 0.840. (2) The yield is 0.650. The product is [Br:2][C:3]1[CH:4]=[C:5]([Cl:11])[C:6]([CH2:9][N:10]2[C:15](=[O:16])[C:14]3[C:13](=[CH:21][CH:20]=[CH:19][CH:18]=3)[C:12]2=[O:17])=[N:7][CH:8]=1. The reactants are Cl.[Br:2][C:3]1[CH:4]=[C:5]([Cl:11])[C:6]([CH2:9][NH2:10])=[N:7][CH:8]=1.[C:12]1(=O)[O:17][C:15](=[O:16])[C:14]2=[CH:18][CH:19]=[CH:20][CH:21]=[C:13]12. The catalyst is C1(C)C=CC=CC=1. (3) The reactants are C(O[BH-](OC(=O)C)OC(=O)C)(=O)C.[Na+].[Cl:15][C:16]1[CH:23]=[CH:22][C:19]([CH:20]=O)=[CH:18][CH:17]=1.[NH2:24][CH2:25][CH2:26][NH:27][C:28](=[O:34])[O:29][C:30]([CH3:33])([CH3:32])[CH3:31].C(O)(=O)C. The catalyst is ClC(Cl)C. The product is [Cl:15][C:16]1[CH:23]=[CH:22][C:19]([CH2:20][NH:24][CH2:25][CH2:26][NH:27][C:28](=[O:34])[O:29][C:30]([CH3:32])([CH3:31])[CH3:33])=[CH:18][CH:17]=1. The yield is 0.900.